Predict the reaction yield, written as a fraction of the theoretical maximum amount of product (1.0 means a 100% yield; for example, 0.34 means a 34% yield). From a dataset of Reaction yield outcomes from USPTO patents with 853,638 reactions. The product is [CH3:2][CH:1]([N:4]1[CH2:9][CH2:8][N:7]([C:11]2[CH:20]=[CH:19][C:14]([C:15]([O:17][CH3:18])=[O:16])=[CH:13][CH:12]=2)[CH2:6][CH2:5]1)[CH3:3]. The catalyst is COCCOC.C1C=CC(/C=C/C(/C=C/C2C=CC=CC=2)=O)=CC=1.C1C=CC(/C=C/C(/C=C/C2C=CC=CC=2)=O)=CC=1.C1C=CC(/C=C/C(/C=C/C2C=CC=CC=2)=O)=CC=1.[Pd].[Pd].C1(P(C2CCCCC2)C2C=CC=CC=2C2C=CC=CC=2N(C)C)CCCCC1. The reactants are [CH:1]([N:4]1[CH2:9][CH2:8][NH:7][CH2:6][CH2:5]1)([CH3:3])[CH3:2].Br[C:11]1[CH:20]=[CH:19][C:14]([C:15]([O:17][CH3:18])=[O:16])=[CH:13][CH:12]=1.C(=O)([O-])[O-].[K+].[K+]. The yield is 0.648.